From a dataset of Reaction yield outcomes from USPTO patents with 853,638 reactions. Predict the reaction yield, written as a fraction of the theoretical maximum amount of product (1.0 means a 100% yield; for example, 0.34 means a 34% yield). (1) The reactants are [CH:1]1([C:7]2[CH:15]=[CH:14][CH:13]=[CH:12][C:8]=2C(O)=O)[CH2:6][CH2:5][CH2:4][CH2:3][CH2:2]1.C([N:18]([CH2:21]C)CC)C.C1(P(N=[N+]=[N-])(C2C=CC=CC=2)=[O:30])C=CC=CC=1.[C:40]([OH:44])([CH3:43])([CH3:42])[CH3:41]. No catalyst specified. The product is [C:40]([O:44][C:21](=[O:30])[NH:18][C:8]1[CH:12]=[CH:13][CH:14]=[CH:15][C:7]=1[CH:1]1[CH2:2][CH2:3][CH2:4][CH2:5][CH2:6]1)([CH3:43])([CH3:42])[CH3:41]. The yield is 0.730. (2) The reactants are [C:1]1(B(O)O)[CH:6]=[CH:5][CH:4]=[CH:3][CH:2]=1.[CH3:10][O:11][CH2:12][CH2:13][NH2:14]. The catalyst is C(Cl)Cl.C([O-])(=O)C.[Cu+2].C([O-])(=O)C. The product is [CH3:10][O:11][CH2:12][CH2:13][NH:14][C:1]1[CH:6]=[CH:5][CH:4]=[CH:3][CH:2]=1. The yield is 0.170. (3) The reactants are [Cl:1][C:2]1[N:7]=[C:6]2[S:8][C:9]([N:11]=[C:12](SC)SC)=[N:10][C:5]2=[CH:4][CH:3]=1.Cl.Cl.[NH2:19][CH2:20][C@@:21]1([OH:29])[CH:26]2[CH2:27][CH2:28][N:23]([CH2:24][CH2:25]2)[CH2:22]1.C(=O)([O-])[O-].[Cs+].[Cs+].O. The catalyst is CN(C=O)C. The product is [Cl:1][C:2]1[N:7]=[C:6]2[S:8][C:9]([NH:11][C:12]3[O:29][C@:21]4([CH2:20][N:19]=3)[CH:26]3[CH2:27][CH2:28][N:23]([CH2:24][CH2:25]3)[CH2:22]4)=[N:10][C:5]2=[CH:4][CH:3]=1. The yield is 0.510. (4) The reactants are [H-].[Na+].[CH2:3]([OH:10])[C:4]1[CH:9]=[CH:8][CH:7]=[CH:6][CH:5]=1.Br[CH2:12][CH2:13][C:14]([O:16]CC)=[O:15].O. The catalyst is C1(C)C=CC=CC=1.C(OCC)(=O)C.CO.[OH-].[Na+]. The product is [CH2:3]([O:10][CH2:12][CH2:13][C:14]([OH:16])=[O:15])[C:4]1[CH:9]=[CH:8][CH:7]=[CH:6][CH:5]=1. The yield is 0.340. (5) The reactants are [C:1]([NH:4][C:5]1[CH:10]=[CH:9][C:8]([S:11]([NH:14][C:15]2[S:19][C:18]([CH2:20][C:21]([O:23]CC)=[O:22])=[N:17][N:16]=2)(=[O:13])=[O:12])=[CH:7][CH:6]=1)(=[O:3])[CH3:2].[Li+].[OH-]. The catalyst is C1COCC1. The product is [C:1]([NH:4][C:5]1[CH:10]=[CH:9][C:8]([S:11]([NH:14][C:15]2[S:19][C:18]([CH2:20][C:21]([OH:23])=[O:22])=[N:17][N:16]=2)(=[O:13])=[O:12])=[CH:7][CH:6]=1)(=[O:3])[CH3:2]. The yield is 0.880. (6) The product is [CH2:1]([O:3][C:4]([C:6]1[O:7][C:8]2[C:13]([C:14](=[O:16])[CH:15]=1)=[CH:12][CH:11]=[C:10]([NH:38][CH2:31][C:32]1[CH:37]=[CH:36][CH:35]=[CH:34][CH:33]=1)[C:9]=2[N+:28]([O-:30])=[O:29])=[O:5])[CH3:2]. The yield is 0.670. The reactants are [CH2:1]([O:3][C:4]([C:6]1[O:7][C:8]2[C:13]([C:14](=[O:16])[CH:15]=1)=[CH:12][CH:11]=[C:10](OS(C1C=CC(C)=CC=1)(=O)=O)[C:9]=2[N+:28]([O-:30])=[O:29])=[O:5])[CH3:2].[CH2:31]([NH2:38])[C:32]1[CH:37]=[CH:36][CH:35]=[CH:34][CH:33]=1. The catalyst is ClC1C=CC=CC=1Cl.C(OCC)(=O)C.